From a dataset of Reaction yield outcomes from USPTO patents with 853,638 reactions. Predict the reaction yield, written as a fraction of the theoretical maximum amount of product (1.0 means a 100% yield; for example, 0.34 means a 34% yield). (1) The reactants are [OH-:1].[Na+].[CH2:3]([C@H:10]1[CH2:15][NH:14][CH2:13][CH2:12][NH:11]1)[C:4]1[CH:9]=[CH:8][CH:7]=[CH:6][CH:5]=1.C(Cl)Cl.[CH3:19][OH:20]. The catalyst is C(O)(C)(C)C.O. The product is [C:4]([O:1][C:19]([N:14]1[CH2:13][CH2:12][NH:11][C@@H:10]([CH2:3][C:4]2[CH:9]=[CH:8][CH:7]=[CH:6][CH:5]=2)[CH2:15]1)=[O:20])([CH3:9])([CH3:5])[CH3:3]. The yield is 0.829. (2) The reactants are [Cl:1][C:2]1[CH:3]=[C:4]([CH:32]=[CH:33][C:34]=1[O:35][CH2:36][C:37]1[CH:42]=[CH:41][CH:40]=[C:39]([F:43])[CH:38]=1)[NH:5][C:6]1[C:15]2[C:10](=[CH:11][C:12]([O:24][CH2:25][CH:26]3[CH2:31][CH2:30][NH:29][CH2:28][CH2:27]3)=[CH:13][C:14]=2[O:16][CH:17]2[CH2:22][CH2:21][N:20]([CH3:23])[CH2:19][CH2:18]2)[N:9]=[CH:8][N:7]=1.C=O.[C:46](=O)([O-])O.[Na+]. The catalyst is C(O)=O. The product is [Cl:1][C:2]1[CH:3]=[C:4]([CH:32]=[CH:33][C:34]=1[O:35][CH2:36][C:37]1[CH:42]=[CH:41][CH:40]=[C:39]([F:43])[CH:38]=1)[NH:5][C:6]1[C:15]2[C:10](=[CH:11][C:12]([O:24][CH2:25][CH:26]3[CH2:27][CH2:28][N:29]([CH3:46])[CH2:30][CH2:31]3)=[CH:13][C:14]=2[O:16][CH:17]2[CH2:18][CH2:19][N:20]([CH3:23])[CH2:21][CH2:22]2)[N:9]=[CH:8][N:7]=1. The yield is 0.150. (3) The reactants are [Br:1][C:2]1[CH:7]=[CH:6][N:5]2[C:8](=[O:19])[N:9]([CH2:11][O:12][CH2:13][CH2:14][Si:15]([CH3:18])([CH3:17])[CH3:16])[N:10]=[C:4]2[C:3]=1[O:20][CH2:21]OCC[Si](C)(C)C.C(=O)([O-])[O-].[Cs+].[Cs+].IC.CCOC(C)=O. The catalyst is O. The product is [Br:1][C:2]1[CH:7]=[CH:6][N:5]2[C:8](=[O:19])[N:9]([CH2:11][O:12][CH2:13][CH2:14][Si:15]([CH3:16])([CH3:17])[CH3:18])[N:10]=[C:4]2[C:3]=1[O:20][CH3:21]. The yield is 0.510. (4) The reactants are [CH:1]1([CH2:4][N:5]([C:17]2[CH:28]=[C:27]3[C:29]4[C:23]([CH3:30])([CH2:24][CH2:25][CH2:26]3)[CH2:22][CH2:21][CH2:20][C:19]=4[CH:18]=2)[C:6]2[CH:16]=[CH:15][C:9]([C:10]([O:12]CC)=[O:11])=[CH:8][CH:7]=2)[CH2:3][CH2:2]1.[OH-].[Na+].Cl. The catalyst is C(O)C. The product is [CH:1]1([CH2:4][N:5]([C:17]2[CH:18]=[C:19]3[C:29]4[C:23]([CH3:30])([CH2:22][CH2:21][CH2:20]3)[CH2:24][CH2:25][CH2:26][C:27]=4[CH:28]=2)[C:6]2[CH:7]=[CH:8][C:9]([C:10]([OH:12])=[O:11])=[CH:15][CH:16]=2)[CH2:3][CH2:2]1. The yield is 0.710. (5) The reactants are [Br:1][C:2]1[CH:9]=[CH:8][C:5]([C:6]#[N:7])=[CH:4][CH:3]=1.[N+:10]([O-])([OH:12])=[O:11]. The catalyst is OS(O)(=O)=O. The product is [Br:1][C:2]1[CH:9]=[CH:8][C:5]([C:6]#[N:7])=[CH:4][C:3]=1[N+:10]([O-:12])=[O:11]. The yield is 0.560. (6) The reactants are Br[CH2:2][C:3]1[S:11][C:10]2[C:9]([N:12]3[CH2:17][CH2:16][O:15][CH2:14][CH2:13]3)=[N:8][C:7]([Cl:18])=[N:6][C:5]=2[CH:4]=1.[O:19]1[C:23]2([CH2:28][CH2:27][NH:26][CH2:25][CH2:24]2)[O:22][CH2:21][CH2:20]1.C(=O)([O-])[O-].[Cs+].[Cs+]. The catalyst is CN(C=O)C.O. The product is [Cl:18][C:7]1[N:8]=[C:9]([N:12]2[CH2:17][CH2:16][O:15][CH2:14][CH2:13]2)[C:10]2[S:11][C:3]([CH2:2][N:26]3[CH2:27][CH2:28][C:23]4([O:22][CH2:21][CH2:20][O:19]4)[CH2:24][CH2:25]3)=[CH:4][C:5]=2[N:6]=1. The yield is 0.820. (7) The reactants are [CH3:1][N:2]([CH3:29])[CH2:3][CH2:4][N:5]1[C:9]2[C:10]([CH:14]([CH2:17][CH3:18])[CH2:15][CH3:16])=[CH:11][CH:12]=[CH:13][C:8]=2[N:7](CC2C=CC(OC)=CC=2)[C:6]1=[O:28].FC(F)(F)C(O)=O. No catalyst specified. The product is [CH3:29][N:2]([CH3:1])[CH2:3][CH2:4][N:5]1[C:9]2[C:10]([CH:14]([CH2:15][CH3:16])[CH2:17][CH3:18])=[CH:11][CH:12]=[CH:13][C:8]=2[NH:7][C:6]1=[O:28]. The yield is 0.470.